This data is from Reaction yield outcomes from USPTO patents with 853,638 reactions. The task is: Predict the reaction yield, written as a fraction of the theoretical maximum amount of product (1.0 means a 100% yield; for example, 0.34 means a 34% yield). (1) The reactants are [CH2:1]([N:8]1[CH2:13][CH2:12][CH:11]([C:14]([C:25]2[C:30]([CH3:31])=[C:29]([O:32]C)[C:28]([CH3:34])=[C:27]([CH3:35])[C:26]=2[O:36]C)([C:16]2[CH:21]=[CH:20][C:19]([CH:22]([CH3:24])[CH3:23])=[CH:18][CH:17]=2)O)[CH2:10][CH2:9]1)[C:2]1[CH:7]=[CH:6][CH:5]=[CH:4][CH:3]=1.Br.[OH-].[Na+]. The catalyst is C(O)(=O)C. The product is [CH2:1]([N:8]1[CH2:9][CH2:10][C:11]2([CH:14]([C:16]3[CH:21]=[CH:20][C:19]([CH:22]([CH3:24])[CH3:23])=[CH:18][CH:17]=3)[C:25]3[C:30]([CH3:31])=[C:29]([OH:32])[C:28]([CH3:34])=[C:27]([CH3:35])[C:26]=3[O:36]2)[CH2:12][CH2:13]1)[C:2]1[CH:3]=[CH:4][CH:5]=[CH:6][CH:7]=1. The yield is 0.760. (2) The reactants are Cl[C:2]1[CH:7]=[C:6]([CH:8]2[CH2:11][N:10]([C:12]([O:14][C:15]([CH3:18])([CH3:17])[CH3:16])=[O:13])[CH2:9]2)[CH:5]=[C:4]([Cl:19])[N:3]=1.Cl.[F:21][C:22]1([CH3:27])[CH2:26][CH2:25][NH:24][CH2:23]1.C(N(CC)C(C)C)(C)C.O. The catalyst is CN(C)C=O. The product is [Cl:19][C:4]1[CH:5]=[C:6]([CH:8]2[CH2:11][N:10]([C:12]([O:14][C:15]([CH3:18])([CH3:17])[CH3:16])=[O:13])[CH2:9]2)[CH:7]=[C:2]([N:24]2[CH2:25][CH2:26][C:22]([F:21])([CH3:27])[CH2:23]2)[N:3]=1. The yield is 0.900. (3) The reactants are [F:1][C:2]1[C:7]([OH:8])=[CH:6][N:5]=[C:4]2[N:9]([Si](C(C)C)(C(C)C)C(C)C)[CH:10]=[CH:11][C:3]=12.[F-].C([N+](CCCC)(CCCC)CCCC)CCC.[Cl-].[NH4+]. The catalyst is C1COCC1. The product is [F:1][C:2]1[C:7]([OH:8])=[CH:6][N:5]=[C:4]2[NH:9][CH:10]=[CH:11][C:3]=12. The yield is 0.590. (4) The reactants are [Br:1][C:2]1[CH:3]=[N:4][C:5](Cl)=[N:6][CH:7]=1.[CH3:9][O:10][C:11]1[CH:18]=[CH:17][C:14]([CH2:15][NH2:16])=[CH:13][CH:12]=1. No catalyst specified. The product is [Br:1][C:2]1[CH:3]=[N:4][C:5]([NH:16][CH2:15][C:14]2[CH:17]=[CH:18][C:11]([O:10][CH3:9])=[CH:12][CH:13]=2)=[N:6][CH:7]=1. The yield is 0.980. (5) The reactants are CC1(C)C(C)(C)OB([C:9]2[CH:29]=[CH:28][C:12]([C:13]([N:15]3[CH2:20][CH2:19][N:18]([C:21]([O:23][C:24]([CH3:27])([CH3:26])[CH3:25])=[O:22])[CH2:17][CH2:16]3)=[O:14])=[CH:11][CH:10]=2)O1.Br[C:32]1[NH:36][C:35]2[CH:37]=[CH:38][CH:39]=[CH:40][C:34]=2[N:33]=1.C(=O)([O-])[O-].[Na+].[Na+]. The catalyst is O1CCOCC1.O.C1C=CC([P]([Pd]([P](C2C=CC=CC=2)(C2C=CC=CC=2)C2C=CC=CC=2)([P](C2C=CC=CC=2)(C2C=CC=CC=2)C2C=CC=CC=2)[P](C2C=CC=CC=2)(C2C=CC=CC=2)C2C=CC=CC=2)(C2C=CC=CC=2)C2C=CC=CC=2)=CC=1. The product is [NH:33]1[C:34]2[CH:40]=[CH:39][CH:38]=[CH:37][C:35]=2[N:36]=[C:32]1[C:9]1[CH:29]=[CH:28][C:12]([C:13]([N:15]2[CH2:16][CH2:17][N:18]([C:21]([O:23][C:24]([CH3:25])([CH3:27])[CH3:26])=[O:22])[CH2:19][CH2:20]2)=[O:14])=[CH:11][CH:10]=1. The yield is 0.550. (6) The reactants are [CH3:1][O:2][C:3]([C:5]1[CH:10]=[C:9]([O:11][C:12]2[CH:17]=[CH:16][C:15]([NH2:18])=[CH:14][C:13]=2[F:19])[CH:8]=[CH:7][N:6]=1)=[O:4].C(=O)([O-])O.[Na+].Cl[C:26]([O:28][CH2:29][C:30]1[CH:35]=[CH:34][CH:33]=[CH:32][CH:31]=1)=[O:27]. The catalyst is CC(C)=O.O. The product is [CH3:1][O:2][C:3]([C:5]1[CH:10]=[C:9]([O:11][C:12]2[CH:17]=[CH:16][C:15]([NH:18][C:26]([O:28][CH2:29][C:30]3[CH:35]=[CH:34][CH:33]=[CH:32][CH:31]=3)=[O:27])=[CH:14][C:13]=2[F:19])[CH:8]=[CH:7][N:6]=1)=[O:4]. The yield is 0.706. (7) The reactants are [Cl:1][C:2]1[N:7]=[CH:6][N:5]=[C:4]([O:8][C:9]2[CH:14]=[CH:13][C:12]([NH:15][C:16]([NH:18][C:19]3[CH:24]=[CH:23][CH:22]=[CH:21][CH:20]=3)=[O:17])=[CH:11][CH:10]=2)[CH:3]=1.[CH3:25][O:26][C:27]1[CH:28]=[C:29]([CH:31]=[C:32]([O:36][CH3:37])[C:33]=1[O:34][CH3:35])[NH2:30].C(OCC)(=O)C.O. The catalyst is CN1CCCC1=O.CCCCCC. The product is [ClH:1].[C:19]1([NH:18][C:16]([NH:15][C:12]2[CH:13]=[CH:14][C:9]([O:8][C:4]3[CH:3]=[C:2]([NH:30][C:29]4[CH:31]=[C:32]([O:36][CH3:37])[C:33]([O:34][CH3:35])=[C:27]([O:26][CH3:25])[CH:28]=4)[N:7]=[CH:6][N:5]=3)=[CH:10][CH:11]=2)=[O:17])[CH:24]=[CH:23][CH:22]=[CH:21][CH:20]=1. The yield is 0.480.